Task: Predict the product of the given reaction.. Dataset: Forward reaction prediction with 1.9M reactions from USPTO patents (1976-2016) (1) Given the reactants [NH:1]1[CH2:6][CH2:5][CH:4]([CH2:7][O:8][C:9]2[CH:18]=[CH:17][CH:16]=[C:15]3[C:10]=2[C:11]([NH2:20])=[N:12][C:13]([NH2:19])=[N:14]3)[CH2:3][CH2:2]1.[C:21]1([CH3:31])[CH:26]=[CH:25][CH:24]=[C:23]([S:27](Cl)(=[O:29])=[O:28])[CH:22]=1, predict the reaction product. The product is: [C:21]1([CH3:31])[CH:26]=[CH:25][CH:24]=[C:23]([S:27]([N:1]2[CH2:6][CH2:5][CH:4]([CH2:7][O:8][C:9]3[CH:18]=[CH:17][CH:16]=[C:15]4[C:10]=3[C:11]([NH2:20])=[N:12][C:13]([NH2:19])=[N:14]4)[CH2:3][CH2:2]2)(=[O:29])=[O:28])[CH:22]=1. (2) The product is: [Cl:1][C:2]1[CH:7]=[CH:6][CH:5]=[C:4]([Cl:8])[C:3]=1[N:9]1[C:18](=[O:33])[NH:19][C:20]([C:21]2[CH:26]=[CH:25][C:24]([N+:27]([O-:29])=[O:28])=[C:23]([O:30][CH3:31])[CH:22]=2)=[N:10]1. Given the reactants [Cl:1][C:2]1[CH:7]=[CH:6][CH:5]=[C:4]([Cl:8])[C:3]=1[N:9]([C:18](=[O:33])[NH:19][C:20](=O)[C:21]1[CH:26]=[CH:25][C:24]([N+:27]([O-:29])=[O:28])=[C:23]([O:30][CH3:31])[CH:22]=1)[NH:10]C(OC(C)(C)C)=O.FC(F)(F)C(O)=O, predict the reaction product.